Dataset: Forward reaction prediction with 1.9M reactions from USPTO patents (1976-2016). Task: Predict the product of the given reaction. Given the reactants [F:1][C:2]1[CH:3]=[C:4]2[C:8](=[CH:9][CH:10]=1)[NH:7][C:6](=[O:11])[CH2:5]2.C[Si]([N-][Si](C)(C)C)(C)C.[Li+].[CH3:22][O:23][CH:24]([O:36][CH3:37])[CH2:25][C:26]1[N:31]=[C:30]2[CH2:32][O:33][C:34](=O)[C:29]2=[CH:28][CH:27]=1.OS(O)(=O)=O, predict the reaction product. The product is: [CH3:37][O:36][CH:24]([O:23][CH3:22])[CH2:25][C:26]1[N:31]=[C:30]2[CH2:32][O:33][C:34](=[C:5]3[C:4]4[C:8](=[CH:9][CH:10]=[C:2]([F:1])[CH:3]=4)[NH:7][C:6]3=[O:11])[C:29]2=[CH:28][CH:27]=1.